This data is from NCI-60 drug combinations with 297,098 pairs across 59 cell lines. The task is: Regression. Given two drug SMILES strings and cell line genomic features, predict the synergy score measuring deviation from expected non-interaction effect. (1) Drug 1: CC1C(C(CC(O1)OC2CC(CC3=C2C(=C4C(=C3O)C(=O)C5=C(C4=O)C(=CC=C5)OC)O)(C(=O)CO)O)N)O.Cl. Drug 2: CCN(CC)CCCC(C)NC1=C2C=C(C=CC2=NC3=C1C=CC(=C3)Cl)OC. Cell line: HCT116. Synergy scores: CSS=38.2, Synergy_ZIP=9.47, Synergy_Bliss=13.9, Synergy_Loewe=7.89, Synergy_HSA=8.83. (2) Drug 1: COC1=C(C=C2C(=C1)N=CN=C2NC3=CC(=C(C=C3)F)Cl)OCCCN4CCOCC4. Drug 2: C1CN(P(=O)(OC1)NCCCl)CCCl. Cell line: U251. Synergy scores: CSS=16.0, Synergy_ZIP=-4.58, Synergy_Bliss=2.45, Synergy_Loewe=-6.87, Synergy_HSA=3.32. (3) Drug 1: CC1OCC2C(O1)C(C(C(O2)OC3C4COC(=O)C4C(C5=CC6=C(C=C35)OCO6)C7=CC(=C(C(=C7)OC)O)OC)O)O. Drug 2: C1=CC(=CC=C1C#N)C(C2=CC=C(C=C2)C#N)N3C=NC=N3. Cell line: TK-10. Synergy scores: CSS=27.8, Synergy_ZIP=-2.91, Synergy_Bliss=-0.531, Synergy_Loewe=-4.11, Synergy_HSA=-0.381. (4) Drug 1: CC1OCC2C(O1)C(C(C(O2)OC3C4COC(=O)C4C(C5=CC6=C(C=C35)OCO6)C7=CC(=C(C(=C7)OC)O)OC)O)O. Drug 2: C1CC(=O)NC(=O)C1N2C(=O)C3=CC=CC=C3C2=O. Cell line: RPMI-8226. Synergy scores: CSS=43.9, Synergy_ZIP=1.73, Synergy_Bliss=0.899, Synergy_Loewe=-22.7, Synergy_HSA=0.729. (5) Drug 1: CCN(CC)CCNC(=O)C1=C(NC(=C1C)C=C2C3=C(C=CC(=C3)F)NC2=O)C. Drug 2: B(C(CC(C)C)NC(=O)C(CC1=CC=CC=C1)NC(=O)C2=NC=CN=C2)(O)O. Cell line: NCI-H522. Synergy scores: CSS=16.9, Synergy_ZIP=7.48, Synergy_Bliss=2.89, Synergy_Loewe=-36.9, Synergy_HSA=1.42. (6) Drug 1: CC12CCC(CC1=CCC3C2CCC4(C3CC=C4C5=CN=CC=C5)C)O. Drug 2: CC1CCC2CC(C(=CC=CC=CC(CC(C(=O)C(C(C(=CC(C(=O)CC(OC(=O)C3CCCCN3C(=O)C(=O)C1(O2)O)C(C)CC4CCC(C(C4)OC)OCCO)C)C)O)OC)C)C)C)OC. Cell line: HCT-15. Synergy scores: CSS=15.2, Synergy_ZIP=-2.14, Synergy_Bliss=0.834, Synergy_Loewe=-12.1, Synergy_HSA=-0.326.